This data is from NCI-60 drug combinations with 297,098 pairs across 59 cell lines. The task is: Regression. Given two drug SMILES strings and cell line genomic features, predict the synergy score measuring deviation from expected non-interaction effect. (1) Drug 1: CCC1(C2=C(COC1=O)C(=O)N3CC4=CC5=C(C=CC(=C5CN(C)C)O)N=C4C3=C2)O.Cl. Drug 2: COCCOC1=C(C=C2C(=C1)C(=NC=N2)NC3=CC=CC(=C3)C#C)OCCOC.Cl. Cell line: HCC-2998. Synergy scores: CSS=28.1, Synergy_ZIP=1.08, Synergy_Bliss=-2.58, Synergy_Loewe=-24.2, Synergy_HSA=-5.56. (2) Drug 1: C1=NC2=C(N1)C(=S)N=C(N2)N. Drug 2: CCCCC(=O)OCC(=O)C1(CC(C2=C(C1)C(=C3C(=C2O)C(=O)C4=C(C3=O)C=CC=C4OC)O)OC5CC(C(C(O5)C)O)NC(=O)C(F)(F)F)O. Cell line: SF-295. Synergy scores: CSS=30.9, Synergy_ZIP=-0.606, Synergy_Bliss=-1.74, Synergy_Loewe=-0.955, Synergy_HSA=-0.205.